Predict which catalyst facilitates the given reaction. From a dataset of Catalyst prediction with 721,799 reactions and 888 catalyst types from USPTO. Reactant: CCO.[CH3:4][C@@H:5]1[C@@H:19]2[C:14](=[C:15]([OH:34])[C@:16]3([OH:33])[C:24](=[O:25])[C:23]([C:26]([NH2:28])=[O:27])=[C:22]([OH:29])[C@@H:21]([N:30]([CH3:32])[CH3:31])[C@@H:17]3[C@H:18]2[OH:20])[C:12](=[O:13])[C:11]2[C:10]([OH:35])=[CH:9][CH:8]=[CH:7][C:6]1=2.O.Cl. Product: [CH3:4][C@@H:5]1[C@@H:19]2[C:14](=[C:15]([OH:34])[C@:16]3([OH:33])[C:24](=[O:25])[C:23]([C:26]([NH2:28])=[O:27])=[C:22]([OH:29])[C@@H:21]([N:30]([CH3:31])[CH3:32])[C@@H:17]3[C@H:18]2[OH:20])[C:12](=[O:13])[C:11]2[C:10]([OH:35])=[CH:9][CH:8]=[CH:7][C:6]1=2. The catalyst class is: 6.